Dataset: Full USPTO retrosynthesis dataset with 1.9M reactions from patents (1976-2016). Task: Predict the reactants needed to synthesize the given product. (1) Given the product [Cl:1][C:2]1[CH:3]=[CH:4][C:5]([CH2:6][CH2:7][NH:8][C:9]([C:11]2[CH:12]=[CH:13][C:14]([O:15][C:16]3[CH:25]=[C:24]4[C:19]([C:20]([CH3:30])([C:26]([OH:28])=[O:27])[CH2:21][CH2:22][O:23]4)=[CH:18][C:17]=3[C:31]#[N:32])=[CH:33][CH:34]=2)=[O:10])=[CH:35][CH:36]=1, predict the reactants needed to synthesize it. The reactants are: [Cl:1][C:2]1[CH:36]=[CH:35][C:5]([CH2:6][CH2:7][NH:8][C:9]([C:11]2[CH:34]=[CH:33][C:14]([O:15][C:16]3[CH:25]=[C:24]4[C:19]([C:20]([CH3:30])([C:26]([O:28]C)=[O:27])[CH2:21][CH2:22][O:23]4)=[CH:18][C:17]=3[C:31]#[N:32])=[CH:13][CH:12]=2)=[O:10])=[CH:4][CH:3]=1.[OH-].[Na+].O.CO. (2) The reactants are: [CH3:1][C:2]1([CH3:14])[C:6]([CH3:8])([CH3:7])[O:5][B:4]([C:9]2[CH:10]=[N:11][NH:12][CH:13]=2)[O:3]1.C(=O)([O-])[O-].[Cs+].[Cs+].Br[CH2:22][CH2:23][O:24][CH3:25]. Given the product [CH3:25][O:24][CH2:23][CH2:22][N:12]1[CH:13]=[C:9]([B:4]2[O:5][C:6]([CH3:7])([CH3:8])[C:2]([CH3:14])([CH3:1])[O:3]2)[CH:10]=[N:11]1, predict the reactants needed to synthesize it. (3) Given the product [CH:12]([C:2]1[C:3]([NH:8][C:9](=[O:11])[CH3:10])=[N:4][CH:5]=[CH:6][CH:7]=1)=[CH2:13], predict the reactants needed to synthesize it. The reactants are: Br[C:2]1[C:3]([NH:8][C:9](=[O:11])[CH3:10])=[N:4][CH:5]=[CH:6][CH:7]=1.[CH2:12]([Sn](CCCC)(CCCC)C=C)[CH2:13]CC. (4) Given the product [C:20]([O:19][C:17]([N:7]1[CH2:8][CH:9]([C:10]2[CH:11]=[CH:12][C:13]([F:16])=[CH:14][CH:15]=2)[CH:5]([C:3]([OH:4])=[O:2])[CH2:6]1)=[O:18])([CH3:23])([CH3:21])[CH3:22], predict the reactants needed to synthesize it. The reactants are: C[O:2][C:3]([CH:5]1[CH:9]([C:10]2[CH:15]=[CH:14][C:13]([F:16])=[CH:12][CH:11]=2)[CH2:8][N:7]([C:17]([O:19][C:20]([CH3:23])([CH3:22])[CH3:21])=[O:18])[CH2:6]1)=[O:4].Cl.[OH-].[Na+].C(OC(OC(C)(C)C)=O)(OC(C)(C)C)=O. (5) Given the product [CH:39]1([NH:38][S:35]([C:31]2[CH:30]=[C:29]([NH:28][C:25]([C:24]3[CH:23]=[N:22][N:15]4[C:16]([C:18]([F:21])([F:20])[F:19])=[CH:17][C:12]([C:4]5[CH:5]=[CH:6][C:7]([C:8]([F:11])([F:9])[F:10])=[C:2]([CH3:1])[CH:3]=5)=[N:13][C:14]=34)=[O:26])[CH:34]=[CH:33][CH:32]=2)(=[O:37])=[O:36])[CH2:41][CH2:40]1, predict the reactants needed to synthesize it. The reactants are: [CH3:1][C:2]1[CH:3]=[C:4]([C:12]2[CH:17]=[C:16]([C:18]([F:21])([F:20])[F:19])[N:15]3[N:22]=[CH:23][C:24]([C:25](O)=[O:26])=[C:14]3[N:13]=2)[CH:5]=[CH:6][C:7]=1[C:8]([F:11])([F:10])[F:9].[NH2:28][C:29]1[CH:30]=[C:31]([S:35]([NH:38][CH:39]2[CH2:41][CH2:40]2)(=[O:37])=[O:36])[CH:32]=[CH:33][CH:34]=1.